Dataset: Full USPTO retrosynthesis dataset with 1.9M reactions from patents (1976-2016). Task: Predict the reactants needed to synthesize the given product. Given the product [Br:12][C:13]1[C:18]([C:19]2[C:30]([CH3:31])=[N:29][C:22]3[N:23]=[C:24]([NH:44][CH3:43])[N:25]=[CH:26][C:21]=3[CH:20]=2)=[CH:17][C:16]([NH:32][C:33]([NH:35][CH2:36][CH2:37][C:38]([CH3:41])([CH3:40])[CH3:39])=[O:34])=[C:15]([F:42])[CH:14]=1, predict the reactants needed to synthesize it. The reactants are: C1C=C(Cl)C=C(C(OO)=O)C=1.[Br:12][C:13]1[C:18]([C:19]2[C:30]([CH3:31])=[N:29][C:22]3[N:23]=[C:24](SC)[N:25]=[CH:26][C:21]=3[CH:20]=2)=[CH:17][C:16]([NH:32][C:33]([NH:35][CH2:36][CH2:37][C:38]([CH3:41])([CH3:40])[CH3:39])=[O:34])=[C:15]([F:42])[CH:14]=1.[CH3:43][NH2:44].C1COCC1.